Dataset: Catalyst prediction with 721,799 reactions and 888 catalyst types from USPTO. Task: Predict which catalyst facilitates the given reaction. The catalyst class is: 58. Product: [C:3]([C:5]1([C:6]2[CH:11]=[C:10]([F:12])[C:9]([C:13]3[N:18]=[C:17]([C:19]([O:21][CH3:22])=[O:20])[CH:16]=[CH:15][C:14]=3[F:23])=[C:8]([F:24])[CH:7]=2)[CH2:30][CH2:29][O:28][CH2:27][CH2:26]1)#[N:4]. Reactant: [H-].[Na+].[C:3]([CH2:5][C:6]1[CH:11]=[C:10]([F:12])[C:9]([C:13]2[N:18]=[C:17]([C:19]([O:21][CH3:22])=[O:20])[CH:16]=[CH:15][C:14]=2[F:23])=[C:8]([F:24])[CH:7]=1)#[N:4].Br[CH2:26][CH2:27][O:28][CH2:29][CH2:30]Br.